Task: Predict the product of the given reaction.. Dataset: Forward reaction prediction with 1.9M reactions from USPTO patents (1976-2016) (1) The product is: [Cl:17][C:6]1[N:5]=[CH:4][N:3]([CH2:1][CH3:2])[C:7]=1[CH2:8][S:35][C:33]1[N:32]=[C:31]([OH:36])[CH:30]=[C:29]([CH3:28])[N:34]=1. Given the reactants [CH2:1]([N:3]1[C:7]([CH2:8]O)=[CH:6][N:5]=[CH:4]1)[CH3:2].C1C(=O)N([Cl:17])C(=O)C1.P(Br)(Br)Br.C(=O)([O-])[O-].[K+].[K+].[CH3:28][C:29]1[N:34]=[C:33]([SH:35])[N:32]=[C:31]([OH:36])[CH:30]=1, predict the reaction product. (2) Given the reactants [F:1][C:2]1[CH:11]=[CH:10][C:9]([F:12])=[C:8]2[C:3]=1[C:4]([NH:13][CH2:14][CH2:15][C:16]1[CH:21]=[CH:20][C:19]([OH:22])=[C:18]([O:23][CH3:24])[CH:17]=1)=[N:5][CH:6]=[N:7]2.[H-].[Na+].F[C:28]1[CH:33]=[CH:32][C:31]([C:34]([F:37])([F:36])[F:35])=[CH:30][N:29]=1, predict the reaction product. The product is: [F:1][C:2]1[CH:11]=[CH:10][C:9]([F:12])=[C:8]2[C:3]=1[C:4]([NH:13][CH2:14][CH2:15][C:16]1[CH:21]=[CH:20][C:19]([O:22][C:28]3[CH:33]=[CH:32][C:31]([C:34]([F:37])([F:36])[F:35])=[CH:30][N:29]=3)=[C:18]([O:23][CH3:24])[CH:17]=1)=[N:5][CH:6]=[N:7]2. (3) The product is: [F:1][C:2]1[CH:7]=[CH:6][C:5]([C@H:8]([NH:10][C:12]([NH2:13])=[O:11])[CH3:9])=[CH:4][CH:3]=1. Given the reactants [F:1][C:2]1[CH:7]=[CH:6][C:5]([C@H:8]([NH2:10])[CH3:9])=[CH:4][CH:3]=1.[O-:11][C:12]#[N:13].[K+], predict the reaction product. (4) Given the reactants [Cl:1][C:2]1[CH:3]=[N:4][CH:5]=[C:6]([Cl:10])[C:7]=1[CH2:8]O.C1(P(C2C=CC=CC=2)C2C=CC=CC=2)C=CC=CC=1.N1C=CN=C1.[Br:35]Br, predict the reaction product. The product is: [Br:35][CH2:8][C:7]1[C:2]([Cl:1])=[CH:3][N:4]=[CH:5][C:6]=1[Cl:10]. (5) Given the reactants [I:1][C:2]1[CH:3]=[C:4]([CH:7]=[CH:8][CH:9]=1)[CH:5]=O.C(O)(=O)C.[CH3:14][N:15](C)[C:16](=O)C.C(O[BH-](OC(=O)C)OC(=O)C)(=O)C.[Na+], predict the reaction product. The product is: [I:1][C:2]1[CH:3]=[C:4]([CH:7]=[CH:8][CH:9]=1)[CH2:5][N:15]([CH3:16])[CH3:14]. (6) Given the reactants [CH3:1][C:2]1[NH:11][C:10](=[O:12])[C:9]2[C:8]3[CH:13]=[C:14]([CH2:17][NH:18][C:19]4[CH:20]=[C:21]5[C:25](=[CH:26][CH:27]=4)[C:24](=[O:28])[N:23]([C@@H:29]([CH2:35][CH2:36][C:37]([O:39]CC)=[O:38])[C:30]([O:32]CC)=[O:31])[CH2:22]5)[CH:15]=[CH:16][C:7]=3[CH:6]=[CH:5][C:4]=2[N:3]=1.Cl, predict the reaction product. The product is: [CH3:1][C:2]1[NH:11][C:10](=[O:12])[C:9]2[C:8]3[CH:13]=[C:14]([CH2:17][NH:18][C:19]4[CH:20]=[C:21]5[C:25](=[CH:26][CH:27]=4)[C:24](=[O:28])[N:23]([C@@H:29]([CH2:35][CH2:36][C:37]([OH:39])=[O:38])[C:30]([OH:32])=[O:31])[CH2:22]5)[CH:15]=[CH:16][C:7]=3[CH:6]=[CH:5][C:4]=2[N:3]=1. (7) Given the reactants [OH:1][CH:2]1[CH2:7][CH2:6][N:5]([C:8]2[N:13]=[CH:12][C:11]([C:14]3[CH:19]=[CH:18][C:17]([C:20]([O:22][CH3:23])=[O:21])=[CH:16][N:15]=3)=[CH:10][CH:9]=2)[CH2:4][CH2:3]1.[Br:24][C:25]1[CH:30]=[CH:29][C:28]([F:31])=[CH:27][C:26]=1O, predict the reaction product. The product is: [Br:24][C:25]1[CH:30]=[CH:29][C:28]([F:31])=[CH:27][C:26]=1[O:1][CH:2]1[CH2:3][CH2:4][N:5]([C:8]2[N:13]=[CH:12][C:11]([C:14]3[CH:19]=[CH:18][C:17]([C:20]([O:22][CH3:23])=[O:21])=[CH:16][N:15]=3)=[CH:10][CH:9]=2)[CH2:6][CH2:7]1. (8) Given the reactants [CH2:1]([C:5]1[NH:9][N:8]=[C:7]([C:10]([NH2:12])=[O:11])[C:6]=1[N+:13]([O-])=O)[CH:2]([CH3:4])[CH3:3], predict the reaction product. The product is: [NH2:13][C:6]1[C:7]([C:10]([NH2:12])=[O:11])=[N:8][NH:9][C:5]=1[CH2:1][CH:2]([CH3:4])[CH3:3]. (9) Given the reactants Br[C:2]1[CH:26]=[CH:25][C:5]2[N:6]=[C:7]([O:9][CH:10]3[CH2:15][CH2:14][N:13]([C:16]4[N:21]=[CH:20][C:19]([CH2:22][CH2:23][CH3:24])=[CH:18][N:17]=4)[CH2:12][CH2:11]3)[S:8][C:4]=2[CH:3]=1.[N+]([O-])(O)=O.[NH:31]1[CH2:36][CH2:35][CH:34]([C:37]([N:39]2[CH2:43][CH2:42][CH2:41][CH2:40]2)=[O:38])[CH2:33][CH2:32]1.CC(C)([O-])C.[Na+].C1C=CC(P(C2C(C3C(P(C4C=CC=CC=4)C4C=CC=CC=4)=CC=C4C=3C=CC=C4)=C3C(C=CC=C3)=CC=2)C2C=CC=CC=2)=CC=1, predict the reaction product. The product is: [CH2:22]([C:19]1[CH:18]=[N:17][C:16]([N:13]2[CH2:14][CH2:15][CH:10]([O:9][C:7]3[S:8][C:4]4[CH:3]=[C:2]([N:31]5[CH2:32][CH2:33][CH:34]([C:37]([N:39]6[CH2:43][CH2:42][CH2:41][CH2:40]6)=[O:38])[CH2:35][CH2:36]5)[CH:26]=[CH:25][C:5]=4[N:6]=3)[CH2:11][CH2:12]2)=[N:21][CH:20]=1)[CH2:23][CH3:24]. (10) Given the reactants C([Li])CCC.C1(NC2CCCCC2)CCCCC1.[C:19]([O:24][CH3:25])(=[O:23])[CH:20]([CH3:22])[CH3:21].Br[C:27]1[CH:28]=[C:29]([CH:32]=[CH:33][CH:34]=1)[C:30]#[N:31].F[B-](F)(F)F.C([PH+](C(C)(C)C)C(C)(C)C)(C)(C)C, predict the reaction product. The product is: [C:30]([C:29]1[CH:28]=[C:27]([C:20]([CH3:22])([CH3:21])[C:19]([O:24][CH3:25])=[O:23])[CH:34]=[CH:33][CH:32]=1)#[N:31].